Dataset: Reaction yield outcomes from USPTO patents with 853,638 reactions. Task: Predict the reaction yield, written as a fraction of the theoretical maximum amount of product (1.0 means a 100% yield; for example, 0.34 means a 34% yield). The reactants are [CH3:1][C:2]1[N:6]2[C:7]3[CH:14]=[C:13]([C:15]4[CH:20]=[CH:19][CH:18]=[CH:17][CH:16]=4)[C:12]([C:21]4[CH:26]=[CH:25][C:24]([C:27]5([NH:31]C(=O)OC(C)(C)C)[CH2:30][CH2:29][CH2:28]5)=[CH:23][CH:22]=4)=[N:11][C:8]=3[O:9][CH2:10][C:5]2=[N:4][N:3]=1. The catalyst is C(O)(C(F)(F)F)=O. The product is [CH3:1][C:2]1[N:6]2[C:7]3[CH:14]=[C:13]([C:15]4[CH:16]=[CH:17][CH:18]=[CH:19][CH:20]=4)[C:12]([C:21]4[CH:22]=[CH:23][C:24]([C:27]5([NH2:31])[CH2:30][CH2:29][CH2:28]5)=[CH:25][CH:26]=4)=[N:11][C:8]=3[O:9][CH2:10][C:5]2=[N:4][N:3]=1. The yield is 0.550.